From a dataset of Catalyst prediction with 721,799 reactions and 888 catalyst types from USPTO. Predict which catalyst facilitates the given reaction. (1) Reactant: [O:1]([C:8]1[CH:13]=[CH:12][C:11]([C@H:14]2[C:19]3=[N:20][S:21](=[O:25])(=[O:24])[CH2:22][CH2:23][N:18]3[CH2:17][CH2:16][NH:15]2)=[CH:10][CH:9]=1)[C:2]1[CH:7]=[CH:6][CH:5]=[CH:4][CH:3]=1.C(N(CC)CC)C.[C:33](Cl)(=[O:35])[CH3:34].O. Product: [C:33]([N:15]1[CH2:16][CH2:17][N:18]2[C:19](=[N:20][S:21](=[O:25])(=[O:24])[CH2:22][CH2:23]2)[C@@H:14]1[C:11]1[CH:12]=[CH:13][C:8]([O:1][C:2]2[CH:3]=[CH:4][CH:5]=[CH:6][CH:7]=2)=[CH:9][CH:10]=1)(=[O:35])[CH3:34]. The catalyst class is: 1. (2) Reactant: [N:1]([O-])=O.[Na+].[NH2:5][C:6]1[CH:15]=[CH:14][C:9]([C:10]([O:12][CH3:13])=[O:11])=[CH:8][C:7]=1[O:16][CH3:17].O.O.[Sn](Cl)Cl. Product: [NH:5]([C:6]1[CH:15]=[CH:14][C:9]([C:10]([O:12][CH3:13])=[O:11])=[CH:8][C:7]=1[O:16][CH3:17])[NH2:1]. The catalyst class is: 223. (3) Reactant: [F:1][C:2]1[CH:7]=[CH:6][C:5]([N:8]2[C:16]3[C:11](=[CH:12][C:13]([CH:17]([C:28]4[CH:33]=[CH:32][CH:31]=[CH:30][CH:29]=4)[C:18]([CH3:27])([C:23](OC)=[O:24])[C:19]([O:21][CH3:22])=[O:20])=[CH:14][CH:15]=3)[CH:10]=[N:9]2)=[CH:4][CH:3]=1. Product: [F:1][C:2]1[CH:3]=[CH:4][C:5]([N:8]2[C:16]3[C:11](=[CH:12][C:13]([CH:17]([C:28]4[CH:29]=[CH:30][CH:31]=[CH:32][CH:33]=4)[C:18]([CH2:23][OH:24])([CH3:27])[C:19]([O:21][CH3:22])=[O:20])=[CH:14][CH:15]=3)[CH:10]=[N:9]2)=[CH:6][CH:7]=1. The catalyst class is: 1. (4) Reactant: FC(F)(F)C(O)=O.[O:8]1[C:12]2[CH:13]=[CH:14][CH:15]=[CH:16][C:11]=2[C:10]([NH:17][C:18]([N:20]2[CH2:25][CH2:24][NH:23][CH2:22][CH2:21]2)=[O:19])=[N:9]1.C(N(CC)CC)C.Cl[C:34]([O:36][CH2:37][C:38]1[CH:43]=[CH:42][CH:41]=[C:40]([F:44])[CH:39]=1)=[O:35].O. Product: [O:8]1[C:12]2[CH:13]=[CH:14][CH:15]=[CH:16][C:11]=2[C:10]([NH:17][C:18]([N:20]2[CH2:25][CH2:24][N:23]([C:34]([O:36][CH2:37][C:38]3[CH:43]=[CH:42][CH:41]=[C:40]([F:44])[CH:39]=3)=[O:35])[CH2:22][CH2:21]2)=[O:19])=[N:9]1. The catalyst class is: 7. (5) Reactant: [Cl:1][C:2]1[CH:3]=[C:4]([C@H:9]2[C:18]3[C:13](=[CH:14][CH:15]=[CH:16][CH:17]=3)[C:12](=[O:19])/[C:11](=[CH:20]/[CH3:21])/[CH2:10]2)[CH:5]=[CH:6][C:7]=1[Cl:8].[NH3:22].[BH4-].[Na+]. Product: [NH2:22][CH:20]([CH:11]1[CH2:10][C@@H:9]([C:4]2[CH:5]=[CH:6][C:7]([Cl:8])=[C:2]([Cl:1])[CH:3]=2)[C:18]2[C:13](=[CH:14][CH:15]=[CH:16][CH:17]=2)[CH:12]1[OH:19])[CH3:21]. The catalyst class is: 1. (6) Reactant: [CH3:1][O-:2].[Na+].[F:4][C:5]([C:8]1[CH:15]=[CH:14][C:11]([CH:12]=[O:13])=[C:10](F)[CH:9]=1)([F:7])[F:6].O. Product: [CH3:1][O:2][C:10]1[CH:9]=[C:8]([C:5]([F:7])([F:6])[F:4])[CH:15]=[CH:14][C:11]=1[CH:12]=[O:13]. The catalyst class is: 5.